This data is from Reaction yield outcomes from USPTO patents with 853,638 reactions. The task is: Predict the reaction yield, written as a fraction of the theoretical maximum amount of product (1.0 means a 100% yield; for example, 0.34 means a 34% yield). (1) The catalyst is ClCCl. The reactants are [Cl:1][C:2]1[CH:3]=[C:4]([N:8]2[C:12]([CH2:13][NH2:14])=[CH:11][C:10]([C:15]([F:18])([F:17])[F:16])=[N:9]2)[CH:5]=[CH:6][CH:7]=1.C(N(CC)CC)C.[Si:26]([O:33][CH2:34][CH2:35][C:36]1[N:41]=[CH:40][C:39]([NH:42][C:43](=O)[O:44]C2C=CC=CC=2)=[CH:38][CH:37]=1)([C:29]([CH3:32])([CH3:31])[CH3:30])([CH3:28])[CH3:27]. The yield is 0.760. The product is [Si:26]([O:33][CH2:34][CH2:35][C:36]1[N:41]=[CH:40][C:39]([NH:42][C:43]([NH:14][CH2:13][C:12]2[N:8]([C:4]3[CH:5]=[CH:6][CH:7]=[C:2]([Cl:1])[CH:3]=3)[N:9]=[C:10]([C:15]([F:16])([F:17])[F:18])[CH:11]=2)=[O:44])=[CH:38][CH:37]=1)([C:29]([CH3:31])([CH3:32])[CH3:30])([CH3:28])[CH3:27]. (2) The reactants are C(OC([N:8]([C:16]1[CH:21]=[CH:20][CH:19]=[CH:18][CH:17]=1)[C:9]1[N:14]=[CH:13][C:12](Br)=[CH:11][N:10]=1)=O)(C)(C)C.[CH3:22][NH:23][C:24]1[CH:29]=[CH:28][CH:27]=[C:26](C(F)(F)F)[CH:25]=1.[F:34]C(F)(F)C(O)=O. The catalyst is ClCCl. The product is [F:34][C:27]1[CH:28]=[CH:29][C:24]([N:23]([CH3:22])[C:12]2[CH:13]=[N:14][C:9]([NH:8][C:16]3[CH:17]=[CH:18][CH:19]=[CH:20][CH:21]=3)=[N:10][CH:11]=2)=[CH:25][CH:26]=1. The yield is 0.250.